This data is from Forward reaction prediction with 1.9M reactions from USPTO patents (1976-2016). The task is: Predict the product of the given reaction. Given the reactants [NH2:1][C@@:2]([C:8]1[CH:13]=[C:12]([Br:14])[CH:11]=[CH:10][C:9]=1[F:15])([CH3:7])[C:3](OC)=[O:4].[H-].[Al+3].[Li+].[H-].[H-].[H-].O.[OH-].[Na+].[O-]S([O-])(=O)=O.[Na+].[Na+], predict the reaction product. The product is: [NH2:1][C@@:2]([C:8]1[CH:13]=[C:12]([Br:14])[CH:11]=[CH:10][C:9]=1[F:15])([CH3:7])[CH2:3][OH:4].